This data is from Forward reaction prediction with 1.9M reactions from USPTO patents (1976-2016). The task is: Predict the product of the given reaction. (1) The product is: [Br:26][C:27]1[CH:34]=[C:33]([N:7]2[C:8]3=[N:9][CH:10]=[CH:11][C:12]([C:14]4[CH:15]=[N:16][C:17]5[C:22]([CH:23]=4)=[CH:21][CH:20]=[CH:19][CH:18]=5)=[C:13]3[C:5]([C:4]([F:24])([F:3])[F:25])=[N:6]2)[CH:32]=[CH:31][C:28]=1[C:29]#[N:30]. Given the reactants [H-].[Na+].[F:3][C:4]([F:25])([F:24])[C:5]1[C:13]2[C:8](=[N:9][CH:10]=[CH:11][C:12]=2[C:14]2[CH:15]=[N:16][C:17]3[C:22]([CH:23]=2)=[CH:21][CH:20]=[CH:19][CH:18]=3)[NH:7][N:6]=1.[Br:26][C:27]1[CH:34]=[C:33](F)[CH:32]=[CH:31][C:28]=1[C:29]#[N:30].O, predict the reaction product. (2) Given the reactants Cl[S:2]([C:5]1[CH:14]=[CH:13][C:8]([C:9]([O:11][CH3:12])=[O:10])=[CH:7][CH:6]=1)(=[O:4])=[O:3].[CH3:15][NH:16][C:17]1[S:18][CH:19]=[CH:20][N:21]=1.C(N(CC)CC)C, predict the reaction product. The product is: [CH3:15][N:16]([C:17]1[S:18][CH:19]=[CH:20][N:21]=1)[S:2]([C:5]1[CH:14]=[CH:13][C:8]([C:9]([O:11][CH3:12])=[O:10])=[CH:7][CH:6]=1)(=[O:4])=[O:3]. (3) Given the reactants [C:1]([N:8]1[CH:12]=[CH:11]N=[CH:9]1)(N1C=CN=C1)=O.[OH:13][C:14]([CH:16]([C:18]1[CH:27]=[CH:26][C:21]([CH2:22][CH:23]([CH3:25])[CH3:24])=[CH:20][CH:19]=1)[CH3:17])=[O:15].[H-].[Na+].[CH2:30]1[CH2:34][O:33][CH2:32][CH2:31]1, predict the reaction product. The product is: [CH2:22]([C:21]1[CH:20]=[CH:19][C:18]([CH:16]([CH3:17])[C:14]([O:13][C:16]2[CH:17]=[CH:32][CH:31]=[C:30]([C:34]3([OH:33])[CH2:20][CH2:19][CH2:18][CH2:27][CH:11]3[CH2:12][N:8]([CH3:1])[CH3:9])[CH:14]=2)=[O:15])=[CH:27][CH:26]=1)[CH:23]([CH3:24])[CH3:25].